This data is from Full USPTO retrosynthesis dataset with 1.9M reactions from patents (1976-2016). The task is: Predict the reactants needed to synthesize the given product. (1) Given the product [F:12][C:11]([F:14])([F:13])[C:9]1[CH:8]=[CH:7][C:3]2[C:4]([OH:5])=[N:15][C:16]([OH:17])=[N:1][C:2]=2[N:10]=1, predict the reactants needed to synthesize it. The reactants are: [NH2:1][C:2]1[N:10]=[C:9]([C:11]([F:14])([F:13])[F:12])[CH:8]=[CH:7][C:3]=1[C:4](O)=[O:5].[NH2:15][C:16](N)=[O:17].FC1C=NC2N=C(O)N=C(O)C=2C=1. (2) The reactants are: [C:1]([OH:6])(=[O:5])[CH2:2][CH:3]=[CH2:4].[CH2:7]1[CH2:12][CH2:11][CH:10]([N:13]=[C:14]=[N:15][CH:16]2[CH2:21][CH2:20][CH2:19][CH2:18][CH2:17]2)[CH2:9][CH2:8]1. Given the product [C:1]([OH:6])(=[O:5])[CH2:2][CH:3]=[CH2:4].[C:14]([NH:13][CH:10]1[CH2:9][CH2:8][CH2:7][CH2:12][CH2:11]1)([NH:15][CH:16]1[CH2:21][CH2:20][CH2:19][CH2:18][CH2:17]1)=[O:5], predict the reactants needed to synthesize it. (3) Given the product [Cl:1][C:2]1[N:3]=[CH:4][C:5]2[C:10]([C:17](=[O:19])[CH3:18])=[C:9]([CH3:11])[N:8]([CH:12]3[CH2:13][CH2:14][CH2:15][CH2:16]3)[C:6]=2[N:7]=1, predict the reactants needed to synthesize it. The reactants are: [Cl:1][C:2]1[N:3]=[CH:4][C:5]2[CH:10]=[C:9]([CH3:11])[N:8]([CH:12]3[CH2:16][CH2:15][CH2:14][CH2:13]3)[C:6]=2[N:7]=1.[C:17](Cl)(=[O:19])[CH3:18].ClC1N=CC2C(C(=O)C)=CN(C3CCCC3)C=2N=1. (4) Given the product [NH2:1][C:2]1[CH:11]=[C:10]([N:12]2[CH2:13][CH2:14][N:15]([C:18]([NH:20][CH2:21][C:22]([N:27]([CH3:26])[C:28]3[CH:33]=[CH:32][CH:31]=[CH:30][CH:29]=3)=[O:23])=[O:19])[CH2:16][CH2:17]2)[C:9]2[C:4](=[CH:5][C:6]([Cl:25])=[CH:7][CH:8]=2)[N:3]=1, predict the reactants needed to synthesize it. The reactants are: [NH2:1][C:2]1[CH:11]=[C:10]([N:12]2[CH2:17][CH2:16][N:15]([C:18]([NH:20][CH2:21][C:22](O)=[O:23])=[O:19])[CH2:14][CH2:13]2)[C:9]2[C:4](=[CH:5][C:6]([Cl:25])=[CH:7][CH:8]=2)[N:3]=1.[CH3:26][NH:27][C:28]1[CH:33]=[CH:32][CH:31]=[CH:30][CH:29]=1.CCN(C(C)C)C(C)C.CN(C(ON1N=NC2C=CC=NC1=2)=[N+](C)C)C.F[P-](F)(F)(F)(F)F. (5) Given the product [Cl:1][C:2]1[CH:3]=[C:4]2[C:12](=[C:13]([NH:15][C:23]([CH:19]3[CH2:20][C:21](=[O:22])[N:17]([CH3:16])[C:18]3([CH3:27])[CH3:26])=[O:24])[CH:14]=1)[NH:11][C:10]1[CH:9]=[N:8][CH:7]=[CH:6][C:5]2=1, predict the reactants needed to synthesize it. The reactants are: [Cl:1][C:2]1[CH:3]=[C:4]2[C:12](=[C:13]([NH2:15])[CH:14]=1)[NH:11][C:10]1[CH:9]=[N:8][CH:7]=[CH:6][C:5]2=1.[CH3:16][N:17]1[C:21](=[O:22])[CH2:20][CH:19]([C:23](O)=[O:24])[C:18]1([CH3:27])[CH3:26]. (6) Given the product [O:18]=[C:2]1[CH:3]([CH2:10][CH2:11][C:12]([O:14][CH3:15])=[O:13])[C:4]2[C:9](=[CH:8][CH:7]=[CH:6][CH:5]=2)[NH:1]1, predict the reactants needed to synthesize it. The reactants are: [NH:1]1[C:9]2[C:4](=[CH:5][CH:6]=[CH:7][CH:8]=2)[C:3]([CH2:10][CH2:11][C:12]([O:14][CH3:15])=[O:13])=[CH:2]1.C(O)(=[O:18])C.CS(C)=O.Cl. (7) Given the product [CH2:22]([O:21][C:18]1[CH:19]=[CH:20][C:15]([CH:10]([S:7]([NH2:6])(=[O:9])=[O:8])[C:11]([OH:14])([CH3:13])[CH3:12])=[CH:16][CH:17]=1)[C:23]1[CH:24]=[CH:25][CH:26]=[CH:27][CH:28]=1, predict the reactants needed to synthesize it. The reactants are: COC1C=C(OC)C=CC=1C[NH:6][S:7]([CH:10]([C:15]1[CH:20]=[CH:19][C:18]([O:21][CH2:22][C:23]2[CH:28]=[CH:27][CH:26]=[CH:25][CH:24]=2)=[CH:17][CH:16]=1)[C:11]([OH:14])([CH3:13])[CH3:12])(=[O:9])=[O:8].FC(F)(F)C(O)=O.O.C(=O)([O-])O.[Na+]. (8) Given the product [Cl:32][C:33]1[C:34]2[CH:44]=[CH:43][C:42]([C:45]([F:47])([F:46])[F:48])=[CH:41][C:35]=2[S:36][C:37]=1[C:6]([N:8]1[CH2:9][CH:10]([N:12]2[CH2:17][CH2:16][N:15]([C:18]3[N:19]=[CH:20][CH:21]=[CH:22][N:23]=3)[C:14](=[O:24])[CH2:13]2)[CH2:11]1)=[O:5], predict the reactants needed to synthesize it. The reactants are: C([O:5][C:6]([N:8]1[CH2:11][CH:10]([N:12]2[CH2:17][CH2:16][N:15]([C:18]3[N:23]=[CH:22][CH:21]=[CH:20][N:19]=3)[C:14](=[O:24])[CH2:13]2)[CH2:9]1)=O)(C)(C)C.CCN(CC)CC.[Cl:32][C:33]1[C:34]2[CH:44]=[CH:43][C:42]([C:45]([F:48])([F:47])[F:46])=[CH:41][C:35]=2[S:36][C:37]=1C(Cl)=O.ClC1C2C=CC(C(F)(F)F)=CC=2SC=1C(O)=O. (9) Given the product [CH3:1][N:2]([CH3:19])[CH2:3][CH2:4][N:5]1[CH2:11][CH2:10][CH2:9][C:8]2[NH:12][C:13](/[CH:16]=[C:29]3\[C:30](=[O:36])[NH:31][C:32]4[C:28]\3=[C:27]([C:23]3[CH:24]=[CH:25][CH:26]=[C:21]([F:20])[CH:22]=3)[CH:35]=[CH:34][CH:33]=4)=[C:14]([CH3:15])[C:7]=2[C:6]1=[O:18], predict the reactants needed to synthesize it. The reactants are: [CH3:1][N:2]([CH3:19])[CH2:3][CH2:4][N:5]1[CH2:11][CH2:10][CH2:9][C:8]2[NH:12][C:13]([CH:16]=O)=[C:14]([CH3:15])[C:7]=2[C:6]1=[O:18].[F:20][C:21]1[CH:22]=[C:23]([C:27]2[CH:35]=[CH:34][CH:33]=[C:32]3[C:28]=2[CH2:29][C:30](=[O:36])[NH:31]3)[CH:24]=[CH:25][CH:26]=1. (10) The reactants are: [C:1]([C:3]1[C:8](=[O:9])[NH:7][C:6]([CH3:13])([C:10]([OH:12])=O)[CH2:5][C:4]=1[C:14]1[CH:19]=[CH:18][C:17]([CH3:20])=[CH:16][CH:15]=1)#[N:2].[CH3:21][NH:22][O:23][CH3:24].C(Cl)CCl.CN1CCOCC1. Given the product [C:1]([C:3]1[C:8](=[O:9])[NH:7][C:6]([CH3:13])([C:10]([N:22]([O:23][CH3:24])[CH3:21])=[O:12])[CH2:5][C:4]=1[C:14]1[CH:19]=[CH:18][C:17]([CH3:20])=[CH:16][CH:15]=1)#[N:2], predict the reactants needed to synthesize it.